The task is: Predict the reactants needed to synthesize the given product.. This data is from Full USPTO retrosynthesis dataset with 1.9M reactions from patents (1976-2016). (1) Given the product [OH:17][CH2:18][CH:19]1[N:23]2[C:24](=[O:33])[C:25]3[N:31]=[CH:30][C:29]([Br:32])=[CH:28][C:26]=3[N:27]=[C:22]2[CH2:21][CH2:20]1, predict the reactants needed to synthesize it. The reactants are: C(=O)([O:17][CH2:18][CH:19]1[N:23]2[C:24](=[O:33])[C:25]3[N:31]=[CH:30][C:29]([Br:32])=[CH:28][C:26]=3[N:27]=[C:22]2[CH2:21][CH2:20]1)OCC1C2C=CC=CC=2C2C1=CC=CC=2.CCN(CC)CC. (2) Given the product [CH3:30][O:29][C:26]1[CH:27]=[CH:28][C:23]([C:19]2[CH:20]=[CH:21][CH:22]=[C:17]([C:15]3[NH:16][C:1](=[O:2])[O:13][N:14]=3)[N:18]=2)=[CH:24][C:25]=1[CH:31]1[C:32]2[C:33](=[O:50])[CH2:34][C:35]([CH3:49])([CH3:48])[CH2:36][C:37]=2[O:38][C:39]2[CH2:40][C:41]([CH3:46])([CH3:47])[CH2:42][C:43](=[O:45])[C:44]1=2, predict the reactants needed to synthesize it. The reactants are: [C:1](N1C=CN=C1)(N1C=CN=C1)=[O:2].[OH:13][N:14]=[C:15]([C:17]1[CH:22]=[CH:21][CH:20]=[C:19]([C:23]2[CH:28]=[CH:27][C:26]([O:29][CH3:30])=[C:25]([CH:31]3[C:44]4[C:43](=[O:45])[CH2:42][C:41]([CH3:47])([CH3:46])[CH2:40][C:39]=4[O:38][C:37]4[CH2:36][C:35]([CH3:49])([CH3:48])[CH2:34][C:33](=[O:50])[C:32]3=4)[CH:24]=2)[N:18]=1)[NH2:16].N12CCCN=C1CCCCC2.[Cl-].[NH4+]. (3) Given the product [Cl:1][C:2]1[N:10]=[C:9]2[C:5]([N:6]=[CH:7][N:8]2[CH:24]2[CH2:25][CH2:26][CH2:27][CH2:28][O:23]2)=[C:4]([Cl:11])[N:3]=1, predict the reactants needed to synthesize it. The reactants are: [Cl:1][C:2]1[N:10]=[C:9]2[C:5]([NH:6][CH:7]=[N:8]2)=[C:4]([Cl:11])[N:3]=1.C1(C)C=CC(S(O)(=O)=O)=CC=1.[O:23]1[CH:28]=[CH:27][CH2:26][CH2:25][CH2:24]1. (4) Given the product [I:1][C:2]1[CH:3]=[CH:4][C:5]([C:8]2([NH:11][S:24]([CH3:23])(=[O:26])=[O:25])[CH2:9][CH2:10]2)=[CH:6][CH:7]=1, predict the reactants needed to synthesize it. The reactants are: [I:1][C:2]1[CH:7]=[CH:6][C:5]([C:8]2([NH2:11])[CH2:10][CH2:9]2)=[CH:4][CH:3]=1.C1CCN2C(=NCCC2)CC1.[CH3:23][S:24](O[S:24]([CH3:23])(=[O:26])=[O:25])(=[O:26])=[O:25].Cl. (5) Given the product [CH3:2][S:3][C:4]1[CH:13]=[C:12]2[C:7]([CH2:8][CH2:9][CH2:10][CH:11]2[CH2:14][CH2:15][NH:16][C:17](=[O:19])[CH3:18])=[CH:6][CH:5]=1, predict the reactants needed to synthesize it. The reactants are: Cl.[CH3:2][S:3][C:4]1[CH:13]=[C:12]2[C:7]([CH2:8][CH2:9][CH2:10][CH:11]2[CH2:14][CH2:15][NH2:16])=[CH:6][CH:5]=1.[C:17](OC(=O)C)(=[O:19])[CH3:18].Cl. (6) Given the product [N:18]1([C:2]2[C:3]([N+:9]([O-:11])=[O:10])=[C:4]([CH:6]=[CH:7][CH:8]=2)[NH2:5])[CH2:23][CH2:22][O:21][CH2:20][CH2:19]1, predict the reactants needed to synthesize it. The reactants are: Cl[C:2]1[C:3]([N+:9]([O-:11])=[O:10])=[C:4]([CH:6]=[CH:7][CH:8]=1)[NH2:5].C(=O)([O-])[O-].[K+].[K+].[NH:18]1[CH2:23][CH2:22][O:21][CH2:20][CH2:19]1.